This data is from Reaction yield outcomes from USPTO patents with 853,638 reactions. The task is: Predict the reaction yield, written as a fraction of the theoretical maximum amount of product (1.0 means a 100% yield; for example, 0.34 means a 34% yield). (1) The reactants are [CH3:1][C:2]([CH3:19])([CH3:18])[CH2:3][O:4][C:5]1[CH:13]=[CH:12][C:11]([S:14]([CH3:17])(=[O:16])=[O:15])=[CH:10][C:6]=1[C:7]([OH:9])=O.Cl.[CH2:21]([S:23]([C:26]1[S:30][C:29]([N:31]2[CH2:36][CH2:35][NH:34][CH2:33][CH2:32]2)=[N:28][CH:27]=1)(=[O:25])=[O:24])[CH3:22]. No catalyst specified. The product is [CH3:18][C:2]([CH3:1])([CH3:19])[CH2:3][O:4][C:5]1[CH:13]=[CH:12][C:11]([S:14]([CH3:17])(=[O:16])=[O:15])=[CH:10][C:6]=1[C:7]([N:34]1[CH2:35][CH2:36][N:31]([C:29]2[S:30][C:26]([S:23]([CH2:21][CH3:22])(=[O:25])=[O:24])=[CH:27][N:28]=2)[CH2:32][CH2:33]1)=[O:9]. The yield is 0.630. (2) The reactants are F[C:2](F)(F)[C:3](O)=O.[Cl:8][C:9]1[CH:10]=[CH:11][C:12]([NH:15][C:16](=[O:32])[C:17]2[CH:22]=[CH:21][CH:20]=[CH:19][C:18]=2[NH:23][C:24]([CH:26]2[CH2:31][CH2:30][NH:29][CH2:28][CH2:27]2)=[O:25])=[N:13][CH:14]=1.[C:33](O)(=O)C.C(O[BH-](OC(=O)C)OC(=O)C)(=O)C.[Na+].[Cl-].[NH4+]. The catalyst is CC(C)=O.ClCCCl. The product is [ClH:8].[Cl:8][C:9]1[CH:10]=[CH:11][C:12]([NH:15][C:16](=[O:32])[C:17]2[CH:22]=[CH:21][CH:20]=[CH:19][C:18]=2[NH:23][C:24]([CH:26]2[CH2:31][CH2:30][N:29]([CH:2]([CH3:3])[CH3:33])[CH2:28][CH2:27]2)=[O:25])=[N:13][CH:14]=1. The yield is 0.570. (3) The reactants are [CH3:1][C:2]1([CH3:14])[CH2:6][C:5](=[O:7])[C:4]([C:8]2[N:12]([CH3:13])[N:11]=[CH:10][CH:9]=2)=[CH:3]1. The catalyst is C(O)C.[C].[Pd]. The product is [CH3:1][C:2]1([CH3:14])[CH2:6][C:5](=[O:7])[CH:4]([C:8]2[N:12]([CH3:13])[N:11]=[CH:10][CH:9]=2)[CH2:3]1. The yield is 0.950. (4) The reactants are C[O:2][C:3](=[O:33])[CH:4]([O:6][C:7]1[CH:12]=[CH:11][C:10]([O:13][CH2:14][CH2:15][C@@H:16]([O:18][C:19]2[CH:24]=[CH:23][C:22]([CH2:25][CH3:26])=[CH:21][C:20]=2[C:27]2[S:28][CH:29]=[CH:30][N:31]=2)[CH3:17])=[CH:9][C:8]=1[CH3:32])[CH3:5]. The catalyst is CO. The product is [CH2:25]([C:22]1[CH:23]=[CH:24][C:19]([O:18][C@@H:16]([CH3:17])[CH2:15][CH2:14][O:13][C:10]2[CH:11]=[CH:12][C:7]([O:6][CH:4]([CH3:5])[C:3]([OH:33])=[O:2])=[C:8]([CH3:32])[CH:9]=2)=[C:20]([C:27]2[S:28][CH:29]=[CH:30][N:31]=2)[CH:21]=1)[CH3:26]. The yield is 0.980. (5) The reactants are [Al+3].[Cl-].[Cl-].[Cl-].[C:5]1([NH:11][C:12](=[O:17])[CH:13]=[C:14]([CH3:16])[CH3:15])[CH:10]=[CH:9][CH:8]=[CH:7][CH:6]=1. The catalyst is C1C=CC=CC=1. The product is [CH3:16][C:14]1([CH3:15])[C:10]2[C:5](=[CH:6][CH:7]=[CH:8][CH:9]=2)[NH:11][C:12](=[O:17])[CH2:13]1. The yield is 0.860. (6) The reactants are [NH2:1][C:2]([C:4]1[C:5]([F:32])=[C:6]([CH:28]=[CH:29][C:30]=1[F:31])[O:7][CH2:8][C:9]1[O:13][N:12]=[C:11]([C:14]2[CH:19]=[CH:18][C:17]([NH:20]C(=O)OC(C)(C)C)=[CH:16][CH:15]=2)[N:10]=1)=[O:3].O1CCOCC1.[ClH:39]. No catalyst specified. The product is [ClH:39].[NH2:20][C:17]1[CH:16]=[CH:15][C:14]([C:11]2[N:10]=[C:9]([CH2:8][O:7][C:6]3[C:5]([F:32])=[C:4]([C:2]([NH2:1])=[O:3])[C:30]([F:31])=[CH:29][CH:28]=3)[O:13][N:12]=2)=[CH:19][CH:18]=1. The yield is 0.430. (7) The reactants are [N+:1]([C:4]1[CH:9]=[CH:8][C:7]([C:10]2[N:15]=[C:14]3[N:16]([CH2:19][C:20]([F:23])([F:22])[F:21])[N:17]=[CH:18][C:13]3=[C:12]([N:24]3[CH2:29][C@H:28]4[CH2:30][C@@H:25]3[CH2:26][O:27]4)[N:11]=2)=[CH:6][CH:5]=1)([O-])=O. The catalyst is O1CCCC1.O. The product is [C@@H:28]12[CH2:30][C@@H:25]([N:24]([C:12]3[N:11]=[C:10]([C:7]4[CH:6]=[CH:5][C:4]([NH2:1])=[CH:9][CH:8]=4)[N:15]=[C:14]4[N:16]([CH2:19][C:20]([F:22])([F:23])[F:21])[N:17]=[CH:18][C:13]=34)[CH2:29]1)[CH2:26][O:27]2. The yield is 0.930. (8) The catalyst is O1CCOCC1. The product is [NH2:8][NH:9][C:10]([C:12]1[CH:13]=[C:14]2[C:18](=[CH:19][CH:20]=1)[NH:17][N:16]=[C:15]2[C:21]1[CH:26]=[CH:25][C:24]([F:27])=[CH:23][CH:22]=1)=[O:11]. The yield is 0.916. The reactants are C(OC([NH:8][NH:9][C:10]([C:12]1[CH:13]=[C:14]2[C:18](=[CH:19][CH:20]=1)[NH:17][N:16]=[C:15]2[C:21]1[CH:26]=[CH:25][C:24]([F:27])=[CH:23][CH:22]=1)=[O:11])=O)(C)(C)C.Cl.[OH-].[Na+].